Regression/Classification. Given a drug SMILES string, predict its absorption, distribution, metabolism, or excretion properties. Task type varies by dataset: regression for continuous measurements (e.g., permeability, clearance, half-life) or binary classification for categorical outcomes (e.g., BBB penetration, CYP inhibition). Dataset: cyp3a4_veith. From a dataset of CYP3A4 inhibition data for predicting drug metabolism from PubChem BioAssay. (1) The molecule is O=c1c(CCc2ccccc2)nc2cnc(N3CCOCC3)nc2n1Cc1ccc(F)cc1. The result is 0 (non-inhibitor). (2) The molecule is NCC(=O)O. The result is 0 (non-inhibitor). (3) The molecule is C/C(CCC(=O)OC[C@@H]1O[C@H](C#Cc2ccccc2)C=C[C@@H]1Oc1ccc(C)cc1)=N/O[C@@H](C)CN1CCCCc2nc(C)c(C)cc21. The result is 1 (inhibitor). (4) The molecule is COCCn1c(=O)c(-c2cccs2)nc2cnc(Oc3cccc(Cl)c3)nc21. The result is 0 (non-inhibitor). (5) The molecule is Cc1cccc(C)c1-n1c(SCC(=O)NCc2ccco2)nc2ccccc2c1=O. The result is 1 (inhibitor). (6) The molecule is O=S(=O)(c1cccc(C(F)(F)F)c1)N1c2ccccc2-n2cccc2[C@H]1c1cccnc1. The result is 1 (inhibitor). (7) The drug is COc1ccc2cc1Oc1ccc(cc1)C[C@@H]1c3c(cc(OC)c4c3Oc3cc5c(cc3O4)CCN[C@H]5C2)CCN1C. The result is 0 (non-inhibitor). (8) The compound is Nc1ncnc2c1ncn2[C@H]1O[C@@H](C(=O)OCCO)[C@@H](O)[C@H]1O. The result is 0 (non-inhibitor).